Dataset: Catalyst prediction with 721,799 reactions and 888 catalyst types from USPTO. Task: Predict which catalyst facilitates the given reaction. (1) Reactant: [CH3:1][N:2]1[CH2:24][CH2:23][C:5]2[N:6]([CH2:14][CH:15]([C:17]3[CH:22]=[CH:21][N:20]=[CH:19][CH:18]=3)[OH:16])[C:7]3[CH:8]=[CH:9][C:10]([CH3:13])=[CH:11][C:12]=3[C:4]=2[CH2:3]1.[H-].[Na+].[CH3:27][N:28]([CH3:32])[C:29](Cl)=[O:30]. Product: [CH3:1][N:2]1[CH2:24][CH2:23][C:5]2[N:6]([CH2:14][CH:15]([O:16][C:29](=[O:30])[N:28]([CH3:32])[CH3:27])[C:17]3[CH:18]=[CH:19][N:20]=[CH:21][CH:22]=3)[C:7]3[CH:8]=[CH:9][C:10]([CH3:13])=[CH:11][C:12]=3[C:4]=2[CH2:3]1. The catalyst class is: 3. (2) Reactant: [H-].[Na+].[I:3][C:4]1[C:8]([C:9]([O:11][CH2:12][CH3:13])=[O:10])=[CH:7][NH:6][N:5]=1.I[CH2:15][CH3:16]. Product: [CH2:15]([N:6]1[CH:7]=[C:8]([C:9]([O:11][CH2:12][CH3:13])=[O:10])[C:4]([I:3])=[N:5]1)[CH3:16]. The catalyst class is: 334. (3) Reactant: Cl.[CH3:2][C:3]1[CH:4]=[C:5]([CH:9]=[CH:10][N:11]=1)[C:6]([OH:8])=O.CN(C(ON1N=NC2C=CC=NC1=2)=[N+](C)C)C.F[P-](F)(F)(F)(F)F.CN1CCOCC1.[CH3:43][O:44][C:45]1[C:46]2[N:59]=[C:58]([NH2:60])[S:57][C:47]=2[C:48]([CH:51]2[CH2:56][CH2:55][O:54][CH2:53][CH2:52]2)=[N:49][CH:50]=1. Product: [CH3:43][O:44][C:45]1[C:46]2[N:59]=[C:58]([NH:60][C:6](=[O:8])[C:5]3[CH:9]=[CH:10][N:11]=[C:3]([CH3:2])[CH:4]=3)[S:57][C:47]=2[C:48]([CH:51]2[CH2:52][CH2:53][O:54][CH2:55][CH2:56]2)=[N:49][CH:50]=1. The catalyst class is: 1. (4) The catalyst class is: 2. Reactant: C([Si](C1C=CC=CC=1)(C1C=CC=CC=1)[O:6][CH:7]1[CH2:10][N:9]([CH:11]([C:13]2[CH:18]=[CH:17][C:16]([C:19]3[NH:20][C:21](=[O:31])[C:22]4[CH:23]=[CH:24][CH:25]=[C:26]([C:29]#[N:30])[C:27]=4[CH:28]=3)=[CH:15][CH:14]=2)[CH3:12])[CH2:8]1)(C)(C)C.Cl.O1CCOCC1. Product: [OH:6][CH:7]1[CH2:8][N:9]([CH:11]([C:13]2[CH:18]=[CH:17][C:16]([C:19]3[NH:20][C:21](=[O:31])[C:22]4[CH:23]=[CH:24][CH:25]=[C:26]([C:29]#[N:30])[C:27]=4[CH:28]=3)=[CH:15][CH:14]=2)[CH3:12])[CH2:10]1. (5) Reactant: [C:1]1([C:7]2OC(S)=[N:9][N:8]=2)C=CC=CC=1.[C:13]([OH:21])(=[O:20])[C:14]1[CH:19]=[CH:18][CH:17]=[CH:16][CH:15]=1.[OH-:22].[Na+].Cl. Product: [O:22]1[CH:1]=[C:7]([C:19]2[C:14]([C:13]([OH:21])=[O:20])=[CH:15][CH:16]=[CH:17][CH:18]=2)[N:8]=[N:9]1. The catalyst class is: 6. (6) The catalyst class is: 3. Reactant: F[P-](F)(F)(F)(F)F.N1(OC(N(C)C)=[N+](C)C)C2N=CC=CC=2N=N1.[O:25]1[C:30]2([CH2:35][CH2:34][N:33]([CH2:36][C:37]3[CH:38]=[C:39]([CH2:44][CH2:45][OH:46])[CH:40]=[C:41]([F:43])[CH:42]=3)[CH2:32][CH2:31]2)[CH2:29][NH:28][CH2:27][CH2:26]1.[CH:47]1([C:50]2[S:51][CH:52]=[C:53]([C:55](O)=[O:56])[N:54]=2)[CH2:49][CH2:48]1.C(N(CC)CC)C. Product: [CH:47]1([C:50]2[S:51][CH:52]=[C:53]([C:55]([N:28]3[CH2:29][C:30]4([CH2:35][CH2:34][N:33]([CH2:36][C:37]5[CH:38]=[C:39]([CH2:44][CH2:45][OH:46])[CH:40]=[C:41]([F:43])[CH:42]=5)[CH2:32][CH2:31]4)[O:25][CH2:26][CH2:27]3)=[O:56])[N:54]=2)[CH2:49][CH2:48]1. (7) Reactant: [CH2:1]([N:3]1[C:9]2[N:10]=[CH:11][C:12]([CH2:14][CH2:15][O:16][C:17]3[CH:22]=[CH:21][C:20]([C:23]4[O:27][C:26]([CH3:28])=[C:25]([C:29]([O:31]CC)=[O:30])[CH:24]=4)=[CH:19][CH:18]=3)=[CH:13][C:8]=2[C:7](=[O:34])[N:6]([CH3:35])[C:5]2[CH:36]=[CH:37][CH:38]=[N:39][C:4]1=2)[CH3:2].[OH-].[Na+]. Product: [CH2:1]([N:3]1[C:9]2[N:10]=[CH:11][C:12]([CH2:14][CH2:15][O:16][C:17]3[CH:22]=[CH:21][C:20]([C:23]4[O:27][C:26]([CH3:28])=[C:25]([C:29]([OH:31])=[O:30])[CH:24]=4)=[CH:19][CH:18]=3)=[CH:13][C:8]=2[C:7](=[O:34])[N:6]([CH3:35])[C:5]2[CH:36]=[CH:37][CH:38]=[N:39][C:4]1=2)[CH3:2]. The catalyst class is: 92.